Dataset: Full USPTO retrosynthesis dataset with 1.9M reactions from patents (1976-2016). Task: Predict the reactants needed to synthesize the given product. (1) Given the product [F:10][C:8]1[CH:9]=[C:4]([CH:5]=[C:6]([F:16])[C:7]=1[C:11]1[O:15][CH:14]=[N:13][CH:12]=1)[C:3]([OH:17])=[O:2], predict the reactants needed to synthesize it. The reactants are: C[O:2][C:3](=[O:17])[C:4]1[CH:9]=[C:8]([F:10])[C:7]([C:11]2[O:15][CH:14]=[N:13][CH:12]=2)=[C:6]([F:16])[CH:5]=1.[OH-].[Na+].CO. (2) Given the product [CH3:16][C:7]1[CH:12]=[CH:11][C:10]([C:13]2[O:14][CH:3]=[CH:4][N:15]=2)=[CH:9][CH:8]=1, predict the reactants needed to synthesize it. The reactants are: C1(=O)O[CH:4]=[CH:3]O1.[C:7]1([CH3:16])[CH:12]=[CH:11][C:10]([C:13]([NH2:15])=[O:14])=[CH:9][CH:8]=1. (3) The reactants are: [C:1]([C:5]1[CH:6]=[C:7]2[C:12](=[C:13]([F:15])[CH:14]=1)[C:11](=[O:16])[N:10]([C:17]1[C:18]([CH2:45][OH:46])=[C:19]([N:23]3[CH:27]=[C:26]([C:28]#[N:29])[C:25]([NH:30][C:31]4[CH:36]=[CH:35][C:34]([C:37]([N:39]5[CH2:44][CH2:43][O:42][CH2:41][CH2:40]5)=[O:38])=[CH:33][CH:32]=4)=[N:24]3)[CH:20]=[CH:21][CH:22]=1)[N:9]=[CH:8]2)([CH3:4])([CH3:3])[CH3:2].C1C[O:50]CC1. Given the product [C:1]([C:5]1[CH:6]=[C:7]2[C:12](=[C:13]([F:15])[CH:14]=1)[C:11](=[O:16])[N:10]([C:17]1[C:18]([CH2:45][OH:46])=[C:19]([N:23]3[CH:27]=[C:26]([C:28]([NH2:29])=[O:50])[C:25]([NH:30][C:31]4[CH:36]=[CH:35][C:34]([C:37]([N:39]5[CH2:40][CH2:41][O:42][CH2:43][CH2:44]5)=[O:38])=[CH:33][CH:32]=4)=[N:24]3)[CH:20]=[CH:21][CH:22]=1)[N:9]=[CH:8]2)([CH3:4])([CH3:2])[CH3:3], predict the reactants needed to synthesize it. (4) The reactants are: [Br:1]Br.[Cl:3][C:4]1[C:12]2[C:7](=[CH:8][CH:9]=[CH:10][CH:11]=2)[N:6]([C:13]2[C:14](=[O:23])[N:15]([CH3:22])[N:16]=[C:17]([CH3:21])[C:18]=2[O:19][CH3:20])[CH:5]=1.C([O-])(O)=O.[Na+].S(S([O-])=O)([O-])(=O)=O.[Na+].[Na+]. Given the product [CH3:20][O:19][C:18]1[C:17]([CH3:21])=[N:16][N:15]([CH3:22])[C:14](=[O:23])[C:13]=1[N:6]1[C:7]2[C:12](=[CH:11][CH:10]=[CH:9][CH:8]=2)[C:4]([Cl:3])=[C:5]1[Br:1], predict the reactants needed to synthesize it.